Task: Predict the reactants needed to synthesize the given product.. Dataset: Full USPTO retrosynthesis dataset with 1.9M reactions from patents (1976-2016) (1) Given the product [C:1]([NH:4][CH2:5][C@H:6]([CH2:11][C:12]1[CH:13]=[CH:14][CH:15]=[CH:16][CH:17]=1)[C:7]([O:9][CH3:10])=[O:8])(=[O:3])[CH3:2], predict the reactants needed to synthesize it. The reactants are: [C:1]([NH:4][CH2:5]/[C:6](=[CH:11]\[C:12]1[CH:17]=[CH:16][CH:15]=[CH:14][CH:13]=1)/[C:7]([O:9][CH3:10])=[O:8])(=[O:3])[CH3:2].[H][H]. (2) Given the product [CH3:1][O:2][C:3]1[CH:4]=[C:5]2[C:10](=[CH:11][C:12]=1[O:13][CH3:14])[N:9]=[CH:8][CH:7]=[C:6]2[O:15][C:16]1[C:22]([CH3:23])=[CH:21][C:19]([NH:20][C:40](=[O:42])[O:58][CH:56]([C:55]2[CH:59]=[CH:60][C:52]([CH3:51])=[CH:53][CH:54]=2)[CH3:57])=[C:18]([CH3:24])[CH:17]=1, predict the reactants needed to synthesize it. The reactants are: [CH3:1][O:2][C:3]1[CH:4]=[C:5]2[C:10](=[CH:11][C:12]=1[O:13][CH3:14])[N:9]=[CH:8][CH:7]=[C:6]2[O:15][C:16]1[C:22]([CH3:23])=[CH:21][C:19]([NH2:20])=[C:18]([CH3:24])[CH:17]=1.C1(C)C=CC=CC=1.C(N(CC)CC)C.Cl[C:40](Cl)([O:42]C(=O)OC(Cl)(Cl)Cl)Cl.[CH3:51][C:52]1[CH:60]=[CH:59][C:55]([CH:56]([OH:58])[CH3:57])=[CH:54][CH:53]=1. (3) Given the product [Br:12][C:13]1[CH:14]=[CH:15][C:16]([O:5][CH2:4][CH2:3][O:2][CH3:1])=[N:17][CH:18]=1, predict the reactants needed to synthesize it. The reactants are: [CH3:1][O:2][CH2:3][CH2:4][OH:5].CC(C)([O-])C.[K+].[Br:12][C:13]1[CH:14]=[CH:15][C:16](Cl)=[N:17][CH:18]=1.